This data is from Ames mutagenicity test results for genotoxicity prediction. The task is: Regression/Classification. Given a drug SMILES string, predict its toxicity properties. Task type varies by dataset: regression for continuous values (e.g., LD50, hERG inhibition percentage) or binary classification for toxic/non-toxic outcomes (e.g., AMES mutagenicity, cardiotoxicity, hepatotoxicity). Dataset: ames. (1) The drug is Fc1ccnc2ccccc12. The result is 1 (mutagenic). (2) The compound is CON. The result is 0 (non-mutagenic). (3) The drug is c1cscn1. The result is 1 (mutagenic). (4) The drug is C/C(C=O)=C(/Cl)C(=O)O. The result is 1 (mutagenic).